This data is from Forward reaction prediction with 1.9M reactions from USPTO patents (1976-2016). The task is: Predict the product of the given reaction. (1) The product is: [N+:1]([C:4]1[C:5]([N:10]2[CH2:15][CH2:14][C:13](=[CH:16][C:17]#[C:18][C:19](=[O:21])[CH3:20])[CH2:12][CH2:11]2)=[N:6][CH:7]=[CH:8][CH:9]=1)([O-:3])=[O:2]. Given the reactants [N+:1]([C:4]1[C:5]([N:10]2[CH2:15][CH2:14][C:13](=[CH:16][C:17]#[CH:18])[CH2:12][CH2:11]2)=[N:6][CH:7]=[CH:8][CH:9]=1)([O-:3])=[O:2].[C:19](Cl)(=[O:21])[CH3:20].C(N(CC)CC)C.O, predict the reaction product. (2) The product is: [CH3:20][C:15]1[C:14]([C:8]2[CH:7]=[C:6]3[C:11]([C:2]([NH:32][C@@H:25]([C:26]4[CH:31]=[CH:30][CH:29]=[CH:28][CH:27]=4)[CH3:24])=[C:3]([N+:21]([O-:23])=[O:22])[CH:4]=[N:5]3)=[CH:10][C:9]=2[O:12][CH3:13])=[C:18]([CH3:19])[O:17][N:16]=1. Given the reactants Cl[C:2]1[C:11]2[C:6](=[CH:7][C:8]([C:14]3[C:15]([CH3:20])=[N:16][O:17][C:18]=3[CH3:19])=[C:9]([O:12][CH3:13])[CH:10]=2)[N:5]=[CH:4][C:3]=1[N+:21]([O-:23])=[O:22].[CH3:24][C@@H:25]([NH2:32])[C:26]1[CH:31]=[CH:30][CH:29]=[CH:28][CH:27]=1, predict the reaction product. (3) Given the reactants [Cl:1][C:2]1[CH:10]=[C:9]2[C:5]([C:6]([C:11](=[O:16])[C:12]([F:15])([F:14])[F:13])=[CH:7][NH:8]2)=[CH:4][CH:3]=1.[C:17]([O:21][C:22]([N:24]1[CH2:28][CH2:27][CH2:26][C@H:25]1[CH2:29]OS(C)(=O)=O)=[O:23])([CH3:20])([CH3:19])[CH3:18].C(=O)([O-])[O-].[Cs+].[Cs+], predict the reaction product. The product is: [C:17]([O:21][C:22]([N:24]1[CH2:28][CH2:27][CH2:26][C@H:25]1[CH2:29][N:8]1[C:9]2[C:5](=[CH:4][CH:3]=[C:2]([Cl:1])[CH:10]=2)[C:6]([C:11](=[O:16])[C:12]([F:13])([F:14])[F:15])=[CH:7]1)=[O:23])([CH3:20])([CH3:18])[CH3:19]. (4) Given the reactants [Si]([O:8][CH:9]1[CH2:14][CH2:13][CH:12]([N:15]2[C:23]3[C:18](=[CH:19][CH:20]=[CH:21][CH:22]=3)[CH:17]=[C:16]2[CH:24]2[CH2:26][CH2:25]2)[CH2:11][CH2:10]1)(C(C)(C)C)(C)C.[F-].C([N+](CCCC)(CCCC)CCCC)CCC, predict the reaction product. The product is: [CH:24]1([C:16]2[N:15]([CH:12]3[CH2:13][CH2:14][CH:9]([OH:8])[CH2:10][CH2:11]3)[C:23]3[C:18]([CH:17]=2)=[CH:19][CH:20]=[CH:21][CH:22]=3)[CH2:26][CH2:25]1.